From a dataset of Forward reaction prediction with 1.9M reactions from USPTO patents (1976-2016). Predict the product of the given reaction. (1) The product is: [OH:1][C:2]([CH3:25])([CH3:24])[C:3]#[C:4][C:5]1[CH:6]=[C:7]([N:11]2[C:19]3[C:14](=[CH:15][CH:16]=[CH:17][CH:18]=3)[C:13]([C:20]([NH2:26])=[O:21])=[N:12]2)[CH:8]=[CH:9][CH:10]=1. Given the reactants [OH:1][C:2]([CH3:25])([CH3:24])[C:3]#[C:4][C:5]1[CH:6]=[C:7]([N:11]2[C:19]3[C:14](=[CH:15][CH:16]=[CH:17][CH:18]=3)[C:13]([C:20](OC)=[O:21])=[N:12]2)[CH:8]=[CH:9][CH:10]=1.[NH3:26], predict the reaction product. (2) The product is: [Br:46][C:4]1[CH:3]=[CH:2][CH:7]=[CH:6][C:5]=1[C:8]1[NH:12][C:11]2[CH:23]=[C:24]([F:28])[C:25]([F:27])=[CH:26][C:10]=2[N:9]=1. Given the reactants Cl[C:2]1[CH:7]=[CH:6][C:5]([C:8]2[N:12](CC3C=C(C=CC=3)C(O)=O)[C:11]3[CH:23]=[C:24]([F:28])[C:25]([F:27])=[CH:26][C:10]=3[N:9]=2)=[C:4](OCC2CCCC2)[CH:3]=1.FC1C=C(N)C(N)=CC=1F.[Br:46]C1C=CC=CC=1C(O)=O, predict the reaction product. (3) Given the reactants [CH3:1][C:2]1([CH3:10])[O:6][CH:5]([CH2:7][CH2:8][OH:9])[CH2:4][O:3]1.[C:11]1([CH3:21])[CH:16]=[CH:15][C:14]([S:17](Cl)(=[O:19])=[O:18])=[CH:13][CH:12]=1, predict the reaction product. The product is: [CH3:21][C:11]1[CH:16]=[CH:15][C:14]([S:17]([O:9][CH2:8][CH2:7][CH:5]2[CH2:4][O:3][C:2]([CH3:10])([CH3:1])[O:6]2)(=[O:19])=[O:18])=[CH:13][CH:12]=1. (4) The product is: [CH3:42][O:41][C:40]1[CH:39]=[CH:38][C:37]([CH:28]([C:29]2[CH:30]=[CH:31][C:32]([O:33][CH3:34])=[CH:35][CH:36]=2)[O:1][CH:2]([C:3]2[CH:4]=[CH:5][CH:22]=[CH:23][CH:24]=2)[C:3]2[CH:4]=[C:5]([CH:22]=[CH:23][C:24]=2[N+:25]([O-:27])=[O:26])[O:6][CH2:7][CH2:8][CH2:9][O:10][C:11]2[CH:12]=[CH:13][C:14]([N+:19]([O-:21])=[O:20])=[C:15]([CH2:17][OH:18])[CH:16]=2)=[CH:44][CH:43]=1. Given the reactants [OH:1][CH2:2][C:3]1[CH:4]=[C:5]([CH:22]=[CH:23][C:24]=1[N+:25]([O-:27])=[O:26])[O:6][CH2:7][CH2:8][CH2:9][O:10][C:11]1[CH:12]=[CH:13][C:14]([N+:19]([O-:21])=[O:20])=[C:15]([CH2:17][OH:18])[CH:16]=1.[C:28](Cl)(C1C=CC=CC=1)([C:37]1[CH:44]=[CH:43][C:40]([O:41][CH3:42])=[CH:39][CH:38]=1)[C:29]1[CH:36]=[CH:35][C:32]([O:33][CH3:34])=[CH:31][CH:30]=1, predict the reaction product. (5) Given the reactants [F:1][C:2]1[N:12]=[CH:11][C:5]2[NH:6][C:7](=O)[N:8]=[CH:9][C:4]=2[CH:3]=1.S(Cl)(Cl)=O.[C:17]([C:19]1[CH:20]=[C:21]([CH:23]=[CH:24][C:25]=1[F:26])[NH2:22])#[CH:18], predict the reaction product. The product is: [C:17]([C:19]1[CH:20]=[C:21]([NH:22][C:9]2[C:4]3[CH:3]=[C:2]([F:1])[N:12]=[CH:11][C:5]=3[N:6]=[CH:7][N:8]=2)[CH:23]=[CH:24][C:25]=1[F:26])#[CH:18]. (6) The product is: [S:2]([O-:6])([O-:5])(=[O:4])=[O:3].[NH4+:1].[NH4+:1].[S:2](=[O:4])(=[O:3])([OH:6])[OH:5]. Given the reactants [NH3:1].[S:2](=[O:6])(=[O:5])([OH:4])[OH:3], predict the reaction product. (7) Given the reactants [N+:1]([C:4]1[CH:5]=[C:6]([CH:45]=[C:46]([N+:48]([O-])=O)[CH:47]=1)[C:7]([O:9][CH2:10][CH2:11][CH2:12][CH2:13][CH2:14][CH2:15][O:16][C:17](=[O:44])/[CH:18]=[CH:19]/[C:20]1[CH:25]=[CH:24][C:23]([C:26]([F:43])([F:42])[O:27][C:28]2[CH:33]=[CH:32][C:31]([O:34][CH2:35][CH2:36][CH2:37][C:38]([F:41])([F:40])[F:39])=[CH:30][CH:29]=2)=[CH:22][CH:21]=1)=[O:8])([O-])=O, predict the reaction product. The product is: [NH2:48][C:46]1[CH:45]=[C:6]([CH:5]=[C:4]([NH2:1])[CH:47]=1)[C:7]([O:9][CH2:10][CH2:11][CH2:12][CH2:13][CH2:14][CH2:15][O:16][C:17](=[O:44])/[CH:18]=[CH:19]/[C:20]1[CH:25]=[CH:24][C:23]([C:26]([F:42])([F:43])[O:27][C:28]2[CH:33]=[CH:32][C:31]([O:34][CH2:35][CH2:36][CH2:37][C:38]([F:39])([F:40])[F:41])=[CH:30][CH:29]=2)=[CH:22][CH:21]=1)=[O:8].